From a dataset of Full USPTO retrosynthesis dataset with 1.9M reactions from patents (1976-2016). Predict the reactants needed to synthesize the given product. (1) The reactants are: [CH3:1][N:2]([CH3:46])[CH2:3][C:4]([O:6][C@H:7]([CH3:45])[CH2:8][N:9]1[C:13]([CH3:14])=[C:12]([C:15](=[O:37])[NH:16][C:17]2[CH:22]=[CH:21][C:20]([O:23][C:24]3[C:33]4[C:28](=[CH:29][C:30]([O:34][CH3:35])=[CH:31][CH:32]=4)[N:27]=[CH:26][CH:25]=3)=[C:19]([F:36])[CH:18]=2)[C:11](=[O:38])[N:10]1[C:39]1[CH:44]=[CH:43][CH:42]=[CH:41][CH:40]=1)=[O:5].[ClH:47]. Given the product [ClH:47].[CH3:46][N:2]([CH3:1])[CH2:3][C:4]([O:6][C@H:7]([CH3:45])[CH2:8][N:9]1[C:13]([CH3:14])=[C:12]([C:15](=[O:37])[NH:16][C:17]2[CH:22]=[CH:21][C:20]([O:23][C:24]3[C:33]4[C:28](=[CH:29][C:30]([O:34][CH3:35])=[CH:31][CH:32]=4)[N:27]=[CH:26][CH:25]=3)=[C:19]([F:36])[CH:18]=2)[C:11](=[O:38])[N:10]1[C:39]1[CH:40]=[CH:41][CH:42]=[CH:43][CH:44]=1)=[O:5], predict the reactants needed to synthesize it. (2) Given the product [CH3:22][N:23]1[CH:27]=[CH:26][C:25]([C:28]([NH:12][C:1]23[CH2:10][CH:5]4[CH2:6][CH:7]([CH2:9][C:3]([NH:11][C:38]([C:35]5[CH:34]=[N:33][C:32]([CH3:31])=[CH:37][N:36]=5)=[O:39])([CH2:4]4)[CH2:2]2)[CH2:8]3)=[O:30])=[N:24]1, predict the reactants needed to synthesize it. The reactants are: [C:1]12([NH2:12])[CH2:10][CH:5]3[CH2:6][CH:7]([CH2:9][C:3]([NH2:11])([CH2:4]3)[CH2:2]1)[CH2:8]2.CCN(C(C)C)C(C)C.[CH3:22][N:23]1[CH:27]=[CH:26][C:25]([C:28]([OH:30])=O)=[N:24]1.[CH3:31][C:32]1[N:33]=[CH:34][C:35]([C:38](O)=[O:39])=[N:36][CH:37]=1.F[P-](F)(F)(F)(F)F.N1(O[P+](N2CCCC2)(N2CCCC2)N2CCCC2)C2C=CC=CC=2N=N1. (3) The reactants are: C[N:2]1CCOCC1.[Br:8][C:9]1[C:10](=[O:41])[N:11]([CH2:26][C:27]2[CH:31]=[C:30]([C:32]([OH:34])=O)[N:29](C3CCCCO3)[N:28]=2)[C:12]([CH3:25])=[CH:13][C:14]=1[O:15][CH2:16][C:17]1[CH:22]=[CH:21][C:20]([F:23])=[CH:19][C:18]=1[F:24].ClC1N=C(OC)N=C(OC)N=1.[OH-].[NH4+]. Given the product [Br:8][C:9]1[C:10](=[O:41])[N:11]([CH2:26][C:27]2[CH:31]=[C:30]([C:32]([NH2:2])=[O:34])[NH:29][N:28]=2)[C:12]([CH3:25])=[CH:13][C:14]=1[O:15][CH2:16][C:17]1[CH:22]=[CH:21][C:20]([F:23])=[CH:19][C:18]=1[F:24], predict the reactants needed to synthesize it. (4) Given the product [NH3:1].[CH2:14]([N:11]1[CH2:12][CH2:13][C:8]([C:4]2[CH:5]=[CH:6][CH:7]=[C:2]([NH:1][S:24]([CH3:23])(=[O:26])=[O:25])[CH:3]=2)([CH2:20][CH2:21][CH3:22])[CH2:9][CH2:10]1)[CH2:15][CH2:16][CH2:17][CH2:18][CH3:19], predict the reactants needed to synthesize it. The reactants are: [NH2:1][C:2]1[CH:3]=[C:4]([C:8]2([CH2:20][CH2:21][CH3:22])[CH2:13][CH2:12][N:11]([CH2:14][CH2:15][CH2:16][CH2:17][CH2:18][CH3:19])[CH2:10][CH2:9]2)[CH:5]=[CH:6][CH:7]=1.[CH3:23][S:24](Cl)(=[O:26])=[O:25].ClCCl.